Task: Regression. Given two drug SMILES strings and cell line genomic features, predict the synergy score measuring deviation from expected non-interaction effect.. Dataset: NCI-60 drug combinations with 297,098 pairs across 59 cell lines Drug 1: CC1=C(C(CCC1)(C)C)C=CC(=CC=CC(=CC(=O)O)C)C. Drug 2: CC1=C2C(C(=O)C3(C(CC4C(C3C(C(C2(C)C)(CC1OC(=O)C(C(C5=CC=CC=C5)NC(=O)OC(C)(C)C)O)O)OC(=O)C6=CC=CC=C6)(CO4)OC(=O)C)O)C)O. Cell line: MDA-MB-435. Synergy scores: CSS=3.82, Synergy_ZIP=15.9, Synergy_Bliss=16.5, Synergy_Loewe=19.1, Synergy_HSA=19.3.